From a dataset of Forward reaction prediction with 1.9M reactions from USPTO patents (1976-2016). Predict the product of the given reaction. (1) The product is: [Cl:1][C:2]1[C:3]([Cl:16])=[CH:4][C:5]2[C@@H:6]3[CH2:15][CH2:14][NH:13][CH2:12][CH2:11][C@@H:7]3[NH:8][C:9]=2[CH:10]=1. Given the reactants [Cl:1][C:2]1[C:3]([Cl:16])=[CH:4][C:5]2[C:6]3[CH2:15][CH2:14][NH:13][CH2:12][CH2:11][C:7]=3[NH:8][C:9]=2[CH:10]=1, predict the reaction product. (2) Given the reactants [Br:1][C:2]1[CH:7]=[CH:6][C:5]([CH:8]2[S:14][CH2:13][C:12](=O)[NH:11][C:10]3[N:16]([CH3:25])[N:17]=[C:18]([C:19]4[CH:24]=[CH:23][CH:22]=[CH:21][N:20]=4)[C:9]2=3)=[C:4]([Cl:26])[CH:3]=1.B.C1COCC1.Cl.[OH-].[Na+], predict the reaction product. The product is: [Br:1][C:2]1[CH:7]=[CH:6][C:5]([CH:8]2[S:14][CH2:13][CH2:12][NH:11][C:10]3[N:16]([CH3:25])[N:17]=[C:18]([C:19]4[CH:24]=[CH:23][CH:22]=[CH:21][N:20]=4)[C:9]2=3)=[C:4]([Cl:26])[CH:3]=1. (3) Given the reactants [NH2:1][C:2]1[CH:7]=[CH:6][CH:5]=[CH:4][C:3]=1[C:8]1[CH:13]=[CH:12][C:11](Br)=[CH:10][CH:9]=1.[CH3:15][Si:16]([C:19]#[CH:20])([CH3:18])[CH3:17], predict the reaction product. The product is: [NH2:1][C:2]1[CH:7]=[CH:6][CH:5]=[CH:4][C:3]=1[C:8]1[CH:13]=[CH:12][C:11]([C:20]#[C:19][Si:16]([CH3:18])([CH3:17])[CH3:15])=[CH:10][CH:9]=1. (4) Given the reactants P([O:13][CH2:14][CH2:15][NH:16][CH2:17][CH2:18][CH2:19][O:20][C:21]1[CH:30]=[C:29]2[C:24]([C:25]([NH:31][C:32]3[CH:36]=[C:35]([CH2:37][C:38]([NH:40][C:41]4[CH:46]=[CH:45][CH:44]=[C:43]([F:47])[CH:42]=4)=[O:39])[NH:34][N:33]=3)=[N:26][CH:27]=[N:28]2)=[CH:23][C:22]=1[O:48][CH3:49])(OC(C)(C)C)(OC(C)(C)C)=O.[CH:50]1(NCCO)[CH2:52][CH2:51]1, predict the reaction product. The product is: [CH:50]1([N:16]([CH2:15][CH2:14][OH:13])[CH2:17][CH2:18][CH2:19][O:20][C:21]2[CH:30]=[C:29]3[C:24]([C:25]([NH:31][C:32]4[CH:36]=[C:35]([CH2:37][C:38]([NH:40][C:41]5[CH:46]=[CH:45][CH:44]=[C:43]([F:47])[CH:42]=5)=[O:39])[NH:34][N:33]=4)=[N:26][CH:27]=[N:28]3)=[CH:23][C:22]=2[O:48][CH3:49])[CH2:52][CH2:51]1. (5) Given the reactants [NH2:1][C:2]1[CH:10]=[CH:9][C:5]([C:6]([OH:8])=[O:7])=[CH:4][CH:3]=1.[N:11](=[C:13]1[CH2:18][CH2:17][C@H:16]2[C@H:19]3[C@H:29]([CH2:30][CH2:31][C@:14]12[CH3:15])[C@:27]1([CH3:28])[C:22]([CH2:23][C@@H:24](O)[CH2:25][CH2:26]1)=[CH:21][CH2:20]3)[OH:12].C1(N=C=NC2CCCCC2)CCCCC1, predict the reaction product. The product is: [NH2:1][C:2]1[CH:10]=[CH:9][C:5]([C:6]([O:8][C@H:24]2[CH2:25][CH2:26][C@@:27]3([CH3:28])[C:22](=[CH:21][CH2:20][C@@H:19]4[C@@H:29]3[CH2:30][CH2:31][C@@:14]3([CH3:15])[C@H:16]4[CH2:17][CH2:18][C:13]3=[N:11][OH:12])[CH2:23]2)=[O:7])=[CH:4][CH:3]=1.